Predict the reactants needed to synthesize the given product. From a dataset of Full USPTO retrosynthesis dataset with 1.9M reactions from patents (1976-2016). (1) Given the product [NH2:8][C:5]1[CH:6]=[CH:7][C:2]([Cl:1])=[C:3]([C:11]2[CH:12]=[C:13]([CH:18]=[CH:19][N:20]=2)[C:14]([O:16][CH3:17])=[O:15])[CH:4]=1, predict the reactants needed to synthesize it. The reactants are: [Cl:1][C:2]1[CH:7]=[CH:6][C:5]([N+:8]([O-])=O)=[CH:4][C:3]=1[C:11]1[CH:12]=[C:13]([CH:18]=[CH:19][N:20]=1)[C:14]([O:16][CH3:17])=[O:15].[Sn](Cl)Cl.Cl. (2) Given the product [F:31][C:2]([F:30])([F:1])[CH2:3][NH:4][C:5]([C:7]1([CH2:20][CH2:21][CH2:22][CH2:23][N:24]2[CH2:25][CH2:26][N:27]([C:40](=[O:41])[CH2:39][CH2:38][CH:32]3[CH2:37][CH2:36][CH2:35][CH2:34][CH2:33]3)[CH2:28][CH2:29]2)[C:8]2[CH:9]=[CH:10][CH:11]=[CH:12][C:13]=2[C:14]2[C:19]1=[CH:18][CH:17]=[CH:16][CH:15]=2)=[O:6], predict the reactants needed to synthesize it. The reactants are: [F:1][C:2]([F:31])([F:30])[CH2:3][NH:4][C:5]([C:7]1([CH2:20][CH2:21][CH2:22][CH2:23][N:24]2[CH2:29][CH2:28][NH:27][CH2:26][CH2:25]2)[C:19]2[CH:18]=[CH:17][CH:16]=[CH:15][C:14]=2[C:13]2[C:8]1=[CH:9][CH:10]=[CH:11][CH:12]=2)=[O:6].[CH:32]1([CH2:38][CH2:39][C:40](O)=[O:41])[CH2:37][CH2:36][CH2:35][CH2:34][CH2:33]1. (3) Given the product [CH3:17][O:16][CH2:15][O:14][C:12]1[CH:11]=[CH:10][C:9]([C:18](=[O:39])[C:19]2[CH:24]=[CH:23][C:22]([O:25][CH2:26][C:27]3[N:28]=[C:29]([C:33]4[CH:38]=[CH:37][CH:36]=[CH:35][CH:34]=4)[O:30][C:31]=3[CH3:32])=[CH:21][CH:20]=2)=[C:8]([CH:13]=1)[O:7][CH2:6][C:5]([OH:42])=[O:4], predict the reactants needed to synthesize it. The reactants are: C([O:4][CH2:5][CH2:6][O:7][C:8]1[CH:13]=[C:12]([O:14][CH2:15][O:16][CH3:17])[CH:11]=[CH:10][C:9]=1[C:18](=[O:39])[C:19]1[CH:24]=[CH:23][C:22]([O:25][CH2:26][C:27]2[N:28]=[C:29]([C:33]3[CH:38]=[CH:37][CH:36]=[CH:35][CH:34]=3)[O:30][C:31]=2[CH3:32])=[CH:21][CH:20]=1)(=O)C.C([OH:42])C.O.[OH-].[Li+].Cl. (4) Given the product [CH2:39]([N:36]([CH2:37][CH3:38])[C:33]1[CH:34]=[CH:35][C:30]([C:14]2[CH:15]=[C:16]([C:19]3[CH:20]=[CH:21][C:22]([C:25]([O:27][CH2:28][CH3:29])=[O:26])=[CH:23][CH:24]=3)[CH:17]=[CH:18][C:13]=2[O:12][CH2:11][CH2:10][CH2:9][OH:8])=[CH:31][C:32]=1[CH2:41][CH3:42])[CH3:40], predict the reactants needed to synthesize it. The reactants are: [Si]([O:8][CH2:9][CH2:10][CH2:11][O:12][C:13]1[CH:18]=[CH:17][C:16]([C:19]2[CH:24]=[CH:23][C:22]([C:25]([O:27][CH2:28][CH3:29])=[O:26])=[CH:21][CH:20]=2)=[CH:15][C:14]=1[C:30]1[CH:35]=[CH:34][C:33]([N:36]([CH2:39][CH3:40])[CH2:37][CH3:38])=[C:32]([CH2:41][CH3:42])[CH:31]=1)(C(C)(C)C)(C)C.[F-].C([N+](CCCC)(CCCC)CCCC)CCC. (5) Given the product [F:47][C:28]([F:27])([F:46])[C:29]1[CH:30]=[C:31]([C:39]2[O:43][N:42]=[C:41]([CH2:44][N:5]3[C:6]4[C:11](=[C:10]([C:13]([F:16])([F:15])[F:14])[C:9]([C:17]#[N:18])=[CH:8][CH:7]=4)[CH:12]=[C:4]3[CH2:3][C:2]([F:1])([F:19])[F:20])[N:40]=2)[CH:32]=[C:33]([C:35]([F:37])([F:36])[F:38])[CH:34]=1, predict the reactants needed to synthesize it. The reactants are: [F:1][C:2]([F:20])([F:19])[CH2:3][C:4]1[NH:5][C:6]2[C:11]([CH:12]=1)=[C:10]([C:13]([F:16])([F:15])[F:14])[C:9]([C:17]#[N:18])=[CH:8][CH:7]=2.C([O-])([O-])=O.[Cs+].[Cs+].[F:27][C:28]([F:47])([F:46])[C:29]1[CH:30]=[C:31]([C:39]2[O:43][N:42]=[C:41]([CH2:44]Cl)[N:40]=2)[CH:32]=[C:33]([C:35]([F:38])([F:37])[F:36])[CH:34]=1.CC#N. (6) Given the product [CH3:1][C:2]1[C:6]([CH2:7][NH:48][C:49]2[CH:54]=[CH:53][CH:52]=[CH:51][CH:50]=2)=[CH:5][N:4]([C:9]2[CH:14]=[CH:13][N:12]=[C:11]3[N:15]([CH2:18][O:20][CH2:21][CH2:22][Si:23]([CH3:26])([CH3:25])[CH3:24])[CH:16]=[CH:17][C:10]=23)[N:3]=1, predict the reactants needed to synthesize it. The reactants are: [CH3:1][C:2]1[C:6]([CH:7]=O)=[CH:5][N:4]([C:9]2[CH:14]=[CH:13][N:12]=[C:11]3[N:15]([CH:18]([O:20][CH2:21][CH2:22][Si:23]([CH3:26])([CH3:25])[CH3:24])C)[CH:16]=[CH:17][C:10]=23)[N:3]=1.C(Cl)Cl.C(O)(=O)C.C(O[BH-](OC(=O)C)OC(=O)C)(=O)C.[Na+].[NH2:48][C:49]1[CH:54]=[CH:53][CH:52]=[CH:51][CH:50]=1. (7) Given the product [CH2:1]([O:4][N:5]([C@H:18]1[CH2:23][N:22]([C:24]([O:26][C:27]([CH3:28])([CH3:29])[CH3:30])=[O:25])[C@H:21]([C:31]([OH:38])=[O:32])[C:20]([CH2:33][CH3:34])=[CH:19]1)[S:6]([C:9]1[CH:14]=[CH:13][CH:12]=[CH:11][C:10]=1[N+:15]([O-:17])=[O:16])(=[O:8])=[O:7])[CH:2]=[CH2:3], predict the reactants needed to synthesize it. The reactants are: [CH2:1]([O:4][N:5]([C@H:18]1[CH2:23][N:22]([C:24]([O:26][C:27]([CH3:30])([CH3:29])[CH3:28])=[O:25])[C@H:21]([CH2:31][OH:32])[C:20]([CH2:33][CH3:34])=[CH:19]1)[S:6]([C:9]1[CH:14]=[CH:13][CH:12]=[CH:11][C:10]=1[N+:15]([O-:17])=[O:16])(=[O:8])=[O:7])[CH:2]=[CH2:3].C([O:38]N([C@H]1CN(C(OC(C)(C)C)=O)[C@H](C(O)=O)C=C1C)S(C1C=CC=CC=1[N+]([O-])=O)(=O)=O)C=C.